Dataset: Full USPTO retrosynthesis dataset with 1.9M reactions from patents (1976-2016). Task: Predict the reactants needed to synthesize the given product. (1) Given the product [CH3:1][O:2][C:3]1[CH:13]=[CH:12][C:6]([O:7][CH2:8][CH2:9][C:16]([OH:17])=[O:19])=[CH:5][CH:4]=1, predict the reactants needed to synthesize it. The reactants are: [CH3:1][O:2][C:3]1[CH:13]=[CH:12][C:6]([O:7][CH2:8][CH2:9]C#N)=[CH:5][CH:4]=1.Cl.O.[C:16](=[O:19])([O-])[O-:17].[Na+].[Na+]. (2) The reactants are: C(O)(C(F)(F)F)=O.C(OC(=O)[NH:14][CH2:15][C:16]1[CH:21]=[CH:20][C:19]([Cl:22])=[CH:18][C:17]=1[CH2:23][NH:24][C:25]([C@@H:27]1[CH2:31][CH2:30][CH2:29][N:28]1[C:32](=[O:47])[C@H:33]([CH2:38][CH2:39][O:40]COCCOC)[C:34]([CH3:37])([CH3:36])[CH3:35])=[O:26])(C)(C)C. Given the product [NH2:14][CH2:15][C:16]1[CH:21]=[CH:20][C:19]([Cl:22])=[CH:18][C:17]=1[CH2:23][NH:24][C:25]([C@@H:27]1[CH2:31][CH2:30][CH2:29][N:28]1[C:32](=[O:47])[C@H:33]([CH2:38][CH2:39][OH:40])[C:34]([CH3:36])([CH3:35])[CH3:37])=[O:26], predict the reactants needed to synthesize it. (3) Given the product [Cl:29][C:14]1[C:15]([NH:19][C:20](=[O:28])[CH2:21][CH:22]2[CH2:27][CH2:26][CH2:25][CH2:24][CH2:23]2)=[C:16]2[C:11](=[CH:12][CH:13]=1)[N:10]=[C:9]([N:6]1[CH2:7][CH2:8][CH:3]([C:2]3[NH:1][C:41](=[O:42])[O:31][N:30]=3)[CH2:4][CH2:5]1)[CH:18]=[CH:17]2, predict the reactants needed to synthesize it. The reactants are: [NH2:1][C:2](=[N:30][OH:31])[CH:3]1[CH2:8][CH2:7][N:6]([C:9]2[CH:18]=[CH:17][C:16]3[C:11](=[CH:12][CH:13]=[C:14]([Cl:29])[C:15]=3[NH:19][C:20](=[O:28])[CH2:21][CH:22]3[CH2:27][CH2:26][CH2:25][CH2:24][CH2:23]3)[N:10]=2)[CH2:5][CH2:4]1.N1C=CC=CC=1.C(C(CCCC)[CH2:41][O:42]C(Cl)=O)C. (4) Given the product [C:37]([O:41][C:42](=[O:57])[CH2:43][CH2:44][O:45][CH2:46][CH2:47][O:48][CH2:49][CH2:50][O:51][CH2:52][CH2:53][NH2:54])([CH3:38])([CH3:40])[CH3:39], predict the reactants needed to synthesize it. The reactants are: [N-]=[N+]=[N-].[Na+].C(OC(=O)CCOCCOCCOCCOS(S(C1C=CC(C)=CC=1)(=O)=O)(=O)=O)(C)(C)C.[C:37]([O:41][C:42](=[O:57])[CH2:43][CH2:44][O:45][CH2:46][CH2:47][O:48][CH2:49][CH2:50][O:51][CH2:52][CH2:53][N:54]=[N+]=[N-])([CH3:40])([CH3:39])[CH3:38]. (5) Given the product [Br:8][C:9]1[CH:10]=[C:11]([NH:12][C:5](=[O:7])[CH3:6])[CH:13]=[CH:14][CH:15]=1, predict the reactants needed to synthesize it. The reactants are: C(O[C:5](=[O:7])[CH3:6])(=O)C.[Br:8][C:9]1[CH:10]=[C:11]([CH:13]=[CH:14][CH:15]=1)[NH2:12].C(N(CC)CC)C.